Dataset: Reaction yield outcomes from USPTO patents with 853,638 reactions. Task: Predict the reaction yield, written as a fraction of the theoretical maximum amount of product (1.0 means a 100% yield; for example, 0.34 means a 34% yield). (1) The reactants are [Br:1][C:2]1[CH:10]=[CH:9][C:5]([C:6]([OH:8])=[O:7])=[C:4]([CH3:11])[CH:3]=1.[CH3:12]C1C=CC(S(O)(=O)=O)=CC=1.O. The catalyst is CO. The product is [CH3:12][O:7][C:6](=[O:8])[C:5]1[CH:9]=[CH:10][C:2]([Br:1])=[CH:3][C:4]=1[CH3:11]. The yield is 0.610. (2) The reactants are [N+:1]([C:4]1[CH:12]=[C:11]2[C:7]([CH:8]=[CH:9][NH:10]2)=[CH:6][CH:5]=1)([O-:3])=[O:2].[CH2:13]1OCCOCCOCCOCCOCCOC1.CC(C)([O-])C.[K+].CI. The catalyst is O1CCCC1. The product is [CH3:13][N:10]1[C:11]2[C:7](=[CH:6][CH:5]=[C:4]([N+:1]([O-:3])=[O:2])[CH:12]=2)[CH:8]=[CH:9]1. The yield is 0.840. (3) The reactants are [CH3:1][O:2][C:3](=[O:23])[NH:4][CH:5]([C:9]([N:11]1[CH2:15][CH2:14][CH2:13][CH:12]1[C:16]1[NH:17][C:18]([C:21]#[CH:22])=[CH:19][N:20]=1)=[O:10])[CH:6]([CH3:8])[CH3:7].[CH3:24][O:25][C:26](=[O:55])[NH:27][CH:28]([C:32]([N:34]1[CH2:38][CH2:37][CH2:36][CH:35]1[C:39]1[NH:43][C:42]2[CH:44]=[C:45]([C:48]3[CH:53]=[CH:52][C:51](Br)=[CH:50][CH:49]=3)[CH:46]=[CH:47][C:41]=2[N:40]=1)=[O:33])[CH:29]([CH3:31])[CH3:30].C(N(CC)CC)C.O. The catalyst is CN(C=O)C.C1C=CC([P]([Pd]([P](C2C=CC=CC=2)(C2C=CC=CC=2)C2C=CC=CC=2)([P](C2C=CC=CC=2)(C2C=CC=CC=2)C2C=CC=CC=2)[P](C2C=CC=CC=2)(C2C=CC=CC=2)C2C=CC=CC=2)(C2C=CC=CC=2)C2C=CC=CC=2)=CC=1.[Cu]I. The product is [CH3:24][O:25][C:26](=[O:55])[NH:27][CH:28]([C:32]([N:34]1[CH2:38][CH2:37][CH2:36][CH:35]1[C:39]1[NH:43][C:42]2[CH:44]=[C:45]([C:48]3[CH:53]=[CH:52][C:51]([C:22]#[C:21][C:18]4[NH:17][C:16]([CH:12]5[CH2:13][CH2:14][CH2:15][N:11]5[C:9](=[O:10])[CH:5]([NH:4][C:3]([O:2][CH3:1])=[O:23])[CH:6]([CH3:8])[CH3:7])=[N:20][CH:19]=4)=[CH:50][CH:49]=3)[CH:46]=[CH:47][C:41]=2[N:40]=1)=[O:33])[CH:29]([CH3:31])[CH3:30]. The yield is 0.110. (4) The reactants are Cl.[NH2:2][C:3]1[CH:11]=[CH:10][C:9]([O:12][CH2:13][CH2:14][OH:15])=[CH:8][C:4]=1[C:5]([OH:7])=[O:6].[CH3:16][Si](C=[N+]=[N-])(C)C. The catalyst is ClCCl.CO. The product is [NH2:2][C:3]1[CH:11]=[CH:10][C:9]([O:12][CH2:13][CH2:14][OH:15])=[CH:8][C:4]=1[C:5]([O:7][CH3:16])=[O:6]. The yield is 0.820. (5) The reactants are [Br:1][C:2]1[S:6][C:5]2[CH:7]=[C:8]([O:11]C(=O)C(C)(C)C)[CH:9]=[CH:10][C:4]=2[C:3]=1[Br:18].[OH-].[K+]. The catalyst is C(O)C. The product is [Br:1][C:2]1[S:6][C:5]2[CH:7]=[C:8]([OH:11])[CH:9]=[CH:10][C:4]=2[C:3]=1[Br:18]. The yield is 1.00.